Dataset: Full USPTO retrosynthesis dataset with 1.9M reactions from patents (1976-2016). Task: Predict the reactants needed to synthesize the given product. (1) Given the product [C:3]([OH:19])(=[O:25])[CH3:4].[NH2:17][C:15]1[C:16]2[N:8]([C:5]3[CH:6]=[CH:7][C:2]([NH:1][C:24](=[O:25])[C:23]4[CH:27]=[CH:28][C:29]([C:31]([F:32])([F:33])[F:34])=[CH:30][C:22]=4[F:21])=[C:3]([O:19][CH3:20])[CH:4]=3)[N:9]=[CH:10][C:11]=2[N:12]=[CH:13][N:14]=1, predict the reactants needed to synthesize it. The reactants are: [NH2:1][C:2]1[CH:7]=[CH:6][C:5]([N:8]2[C:16]3[C:15]([NH2:17])=[N:14][CH:13]=[N:12][C:11]=3[C:10](I)=[N:9]2)=[CH:4][C:3]=1[O:19][CH3:20].[F:21][C:22]1[CH:30]=[C:29]([C:31]([F:34])([F:33])[F:32])[CH:28]=[CH:27][C:23]=1[C:24](Cl)=[O:25]. (2) Given the product [CH3:40][C:41]([CH3:61])([CH3:60])[C@H:42]([N:46]1[CH2:50][CH2:49][N:48]([CH2:51][C:52]2[CH:53]=[N:54][C:55]([CH3:58])=[CH:56][CH:57]=2)[C:47]1=[O:59])[C:43]([NH:1][C@@H:2]([CH2:33][C:34]1[CH:35]=[CH:36][CH:37]=[CH:38][CH:39]=1)[C@@H:3]([OH:32])[CH2:4][C@@H:5]([NH:19][C:20]([C@@H:22]([NH:27][C:28](=[O:31])[O:29][CH3:30])[C:23]([CH3:26])([CH3:25])[CH3:24])=[O:21])[CH2:6][C:7]1[CH:12]=[CH:11][C:10]([C:13]2[CH:18]=[CH:17][CH:16]=[CH:15][N:14]=2)=[CH:9][CH:8]=1)=[O:44], predict the reactants needed to synthesize it. The reactants are: [NH2:1][C@@H:2]([CH2:33][C:34]1[CH:39]=[CH:38][CH:37]=[CH:36][CH:35]=1)[C@@H:3]([OH:32])[CH2:4][C@@H:5]([NH:19][C:20]([C@@H:22]([NH:27][C:28](=[O:31])[O:29][CH3:30])[C:23]([CH3:26])([CH3:25])[CH3:24])=[O:21])[CH2:6][C:7]1[CH:12]=[CH:11][C:10]([C:13]2[CH:18]=[CH:17][CH:16]=[CH:15][N:14]=2)=[CH:9][CH:8]=1.[CH3:40][C:41]([CH3:61])([CH3:60])[C@H:42]([N:46]1[CH2:50][CH2:49][N:48]([CH2:51][C:52]2[CH:53]=[N:54][C:55]([CH3:58])=[CH:56][CH:57]=2)[C:47]1=[O:59])[C:43](O)=[O:44].CCOP(ON1N=NC2C=CC=CC=2C1=O)(OCC)=O.C(N(CC)C(C)C)(C)C.